The task is: Predict the product of the given reaction.. This data is from Forward reaction prediction with 1.9M reactions from USPTO patents (1976-2016). (1) Given the reactants CC(OC([N:8](C(OC(C)(C)C)=O)[N:9]([C:17]1[C:22]([F:23])=[C:21]([N:24]([N:31]2[CH2:36][CH2:35][N:34]([CH3:37])[CH2:33][CH2:32]2)[CH2:25][C:26]2[S:27][CH:28]=[CH:29][N:30]=2)[N:20]=[C:19]([Cl:38])[N:18]=1)C(OC(C)(C)C)=O)=O)(C)C.Cl, predict the reaction product. The product is: [Cl:38][C:19]1[N:20]=[C:21]([N:24]([N:31]2[CH2:32][CH2:33][N:34]([CH3:37])[CH2:35][CH2:36]2)[CH2:25][C:26]2[S:27][CH:28]=[CH:29][N:30]=2)[C:22]([F:23])=[C:17]([NH:9][NH2:8])[N:18]=1. (2) Given the reactants [CH3:1][N:2]([CH3:21])[CH2:3][CH2:4][C:5]([N:7]1[CH2:12][CH2:11][CH:10]([NH:13][C:14](=O)OC(C)(C)C)[CH2:9][CH2:8]1)=O.[H-].[Al+3].[Li+].[H-].[H-].[H-].O.[OH-].[Na+], predict the reaction product. The product is: [CH3:21][N:2]([CH3:1])[CH2:3][CH2:4][CH2:5][N:7]1[CH2:8][CH2:9][CH:10]([NH:13][CH3:14])[CH2:11][CH2:12]1. (3) Given the reactants [CH:1]1([NH:4][C:5]([C:7]2[N:8]=[N:9][N:10]([C:15]3[CH:20]=[CH:19][C:18]([NH:21][C:22](=[O:32])[CH2:23][NH:24]C(=O)OC(C)(C)C)=[CH:17][CH:16]=3)[C:11]=2[CH2:12][CH2:13][CH3:14])=[O:6])[CH2:3][CH2:2]1.Cl, predict the reaction product. The product is: [CH:1]1([NH:4][C:5]([C:7]2[N:8]=[N:9][N:10]([C:15]3[CH:16]=[CH:17][C:18]([NH:21][C:22](=[O:32])[CH2:23][NH2:24])=[CH:19][CH:20]=3)[C:11]=2[CH2:12][CH2:13][CH3:14])=[O:6])[CH2:2][CH2:3]1. (4) Given the reactants [Cl:1][C:2]1[CH:3]=[CH:4]/[C:5](=[N:8]\S(C2C=CC(C)=CC=2)(=O)=O)/[NH:6][N:7]=1.Br[CH:20]([CH3:24])[C:21]([NH2:23])=O.CCN(C(C)C)C(C)C.[C:41](O[C:41]([C:43]([F:46])([F:45])[F:44])=[O:42])([C:43]([F:46])([F:45])[F:44])=[O:42], predict the reaction product. The product is: [Cl:1][C:2]1[CH:3]=[CH:4][C:5]2[N:6]([C:20]([CH3:24])=[C:21]([NH:23][C:41](=[O:42])[C:43]([F:44])([F:45])[F:46])[N:8]=2)[N:7]=1. (5) Given the reactants C[O:2][C:3](=[O:21])[CH2:4][NH:5][C:6]([C:8]1[CH:13]=[C:12]([C:14]2[CH:19]=[CH:18][C:17]([CH3:20])=[CH:16][CH:15]=2)[CH:11]=[CH:10][N:9]=1)=[O:7].O.O[Li].O.Cl, predict the reaction product. The product is: [CH3:20][C:17]1[CH:16]=[CH:15][C:14]([C:12]2[CH:11]=[CH:10][N:9]=[C:8]([C:6]([NH:5][CH2:4][C:3]([OH:21])=[O:2])=[O:7])[CH:13]=2)=[CH:19][CH:18]=1. (6) Given the reactants C(C(O)=O)(F)(F)F.[Cl:8][C:9]1[C:18]2[C:13](=[CH:14][C:15]([S:19]([NH:22][C@H:23]3[CH2:28][CH2:27][CH2:26][CH2:25][C@H:24]3[C:29]([O:31]C(C)(C)C)=[O:30])(=[O:21])=[O:20])=[CH:16][CH:17]=2)[C:12]([NH:36][C:37]([NH2:39])=[NH:38])=[N:11][CH:10]=1, predict the reaction product. The product is: [ClH:8].[Cl:8][C:9]1[C:18]2[C:13](=[CH:14][C:15]([S:19]([NH:22][C@H:23]3[CH2:28][CH2:27][CH2:26][CH2:25][C@H:24]3[C:29]([OH:31])=[O:30])(=[O:20])=[O:21])=[CH:16][CH:17]=2)[C:12]([NH:36][C:37]([NH2:39])=[NH:38])=[N:11][CH:10]=1.